The task is: Regression. Given two drug SMILES strings and cell line genomic features, predict the synergy score measuring deviation from expected non-interaction effect.. This data is from NCI-60 drug combinations with 297,098 pairs across 59 cell lines. (1) Drug 1: C1=CC(=CC=C1CCC2=CNC3=C2C(=O)NC(=N3)N)C(=O)NC(CCC(=O)O)C(=O)O. Drug 2: CC1=CC=C(C=C1)C2=CC(=NN2C3=CC=C(C=C3)S(=O)(=O)N)C(F)(F)F. Cell line: HOP-62. Synergy scores: CSS=38.3, Synergy_ZIP=2.51, Synergy_Bliss=8.05, Synergy_Loewe=-33.3, Synergy_HSA=7.92. (2) Cell line: SR. Synergy scores: CSS=69.7, Synergy_ZIP=2.92, Synergy_Bliss=1.97, Synergy_Loewe=-9.12, Synergy_HSA=2.53. Drug 2: CC1=C2C(C(=O)C3(C(CC4C(C3C(C(C2(C)C)(CC1OC(=O)C(C(C5=CC=CC=C5)NC(=O)OC(C)(C)C)O)O)OC(=O)C6=CC=CC=C6)(CO4)OC(=O)C)OC)C)OC. Drug 1: CCCS(=O)(=O)NC1=C(C(=C(C=C1)F)C(=O)C2=CNC3=C2C=C(C=N3)C4=CC=C(C=C4)Cl)F. (3) Drug 1: CNC(=O)C1=CC=CC=C1SC2=CC3=C(C=C2)C(=NN3)C=CC4=CC=CC=N4. Drug 2: C1=CC(=CC=C1C#N)C(C2=CC=C(C=C2)C#N)N3C=NC=N3. Cell line: HCC-2998. Synergy scores: CSS=0.965, Synergy_ZIP=0.221, Synergy_Bliss=-2.49, Synergy_Loewe=-4.89, Synergy_HSA=-3.47. (4) Drug 1: CN1C2=C(C=C(C=C2)N(CCCl)CCCl)N=C1CCCC(=O)O.Cl. Drug 2: CN(CC1=CN=C2C(=N1)C(=NC(=N2)N)N)C3=CC=C(C=C3)C(=O)NC(CCC(=O)O)C(=O)O. Cell line: MALME-3M. Synergy scores: CSS=0.703, Synergy_ZIP=-3.37, Synergy_Bliss=-7.58, Synergy_Loewe=-5.05, Synergy_HSA=-5.44. (5) Drug 1: C1=CC(=C2C(=C1NCCNCCO)C(=O)C3=C(C=CC(=C3C2=O)O)O)NCCNCCO. Cell line: OVCAR-5. Drug 2: CC1C(C(CC(O1)OC2CC(CC3=C2C(=C4C(=C3O)C(=O)C5=C(C4=O)C(=CC=C5)OC)O)(C(=O)CO)O)N)O.Cl. Synergy scores: CSS=29.0, Synergy_ZIP=-0.382, Synergy_Bliss=-0.359, Synergy_Loewe=1.96, Synergy_HSA=2.79. (6) Drug 1: CC=C1C(=O)NC(C(=O)OC2CC(=O)NC(C(=O)NC(CSSCCC=C2)C(=O)N1)C(C)C)C(C)C. Drug 2: B(C(CC(C)C)NC(=O)C(CC1=CC=CC=C1)NC(=O)C2=NC=CN=C2)(O)O. Cell line: NCIH23. Synergy scores: CSS=58.6, Synergy_ZIP=0.00233, Synergy_Bliss=-3.73, Synergy_Loewe=-6.45, Synergy_HSA=-4.35. (7) Drug 1: C1=CC=C(C(=C1)C(C2=CC=C(C=C2)Cl)C(Cl)Cl)Cl. Drug 2: C1C(C(OC1N2C=NC(=NC2=O)N)CO)O. Cell line: MALME-3M. Synergy scores: CSS=1.70, Synergy_ZIP=-2.94, Synergy_Bliss=-3.37, Synergy_Loewe=-1.66, Synergy_HSA=-1.61.